This data is from Catalyst prediction with 721,799 reactions and 888 catalyst types from USPTO. The task is: Predict which catalyst facilitates the given reaction. (1) Reactant: Cl[C:2]1[N:9]=[CH:8][CH:7]=[CH:6][C:3]=1[C:4]#[N:5].[F:10][C:11]1[CH:16]=[CH:15][C:14](/[CH:17]=[CH:18]/[C:19]2[CH:24]=[CH:23][C:22]([S:25]([O-:27])=[O:26])=[CH:21][CH:20]=2)=[CH:13][CH:12]=1.[Na+]. Product: [F:10][C:11]1[CH:12]=[CH:13][C:14](/[CH:17]=[CH:18]/[C:19]2[CH:24]=[CH:23][C:22]([S:25]([C:2]3[N:9]=[CH:8][CH:7]=[CH:6][C:3]=3[C:4]#[N:5])(=[O:27])=[O:26])=[CH:21][CH:20]=2)=[CH:15][CH:16]=1. The catalyst class is: 16. (2) Reactant: [CH2:1]1[C:10]2[C:5](=[CH:6][CH:7]=[CH:8][CH:9]=2)[CH2:4][CH2:3][O:2]1.[Mn]([O-])(=O)(=O)=[O:12].[K+]. Product: [C:1]1(=[O:12])[C:10]2[C:5](=[CH:6][CH:7]=[CH:8][CH:9]=2)[CH2:4][CH2:3][O:2]1. The catalyst class is: 327.